This data is from Full USPTO retrosynthesis dataset with 1.9M reactions from patents (1976-2016). The task is: Predict the reactants needed to synthesize the given product. (1) The reactants are: [C:1]([O:5][C:6](=[O:28])[NH:7][CH2:8][CH2:9][NH:10][CH2:11][C:12]1[CH:17]=[CH:16][C:15]([O:18][CH2:19][C:20]2[CH:25]=[CH:24][CH:23]=[CH:22][CH:21]=2)=[C:14]([O:26][CH3:27])[CH:13]=1)([CH3:4])([CH3:3])[CH3:2].C(N(CC)CC)C.[F:36][C:37]1[CH:45]=[CH:44][C:40]([C:41](Cl)=[O:42])=[CH:39][CH:38]=1. Given the product [CH2:19]([O:18][C:15]1[CH:16]=[CH:17][C:12]([CH2:11][N:10]([C:41](=[O:42])[C:40]2[CH:44]=[CH:45][C:37]([F:36])=[CH:38][CH:39]=2)[CH2:9][CH2:8][NH:7][C:6](=[O:28])[O:5][C:1]([CH3:4])([CH3:3])[CH3:2])=[CH:13][C:14]=1[O:26][CH3:27])[C:20]1[CH:21]=[CH:22][CH:23]=[CH:24][CH:25]=1, predict the reactants needed to synthesize it. (2) Given the product [C:1]([O:5][C:6]([C:8]1[CH:13]=[CH:12][C:11]([C:14]2[C:15]([CH3:47])([CH3:46])[C@H:16]3[C@:29]([CH3:32])([CH2:30][CH:31]=2)[C@@H:28]2[C@:19]([CH3:45])([C@@:20]4([CH3:44])[C@H:25]([CH2:26][CH2:27]2)[C@H:24]2[C@H:33]([C:36]([CH2:38][N:39]([CH3:40])[C:58](=[O:65])[CH2:59][CH2:60][C:61]([O:63][CH3:64])=[O:62])=[CH2:37])[CH2:34][CH2:35][C@:23]2([C:41]([OH:43])=[O:42])[CH2:22][CH2:21]4)[CH2:18][CH2:17]3)=[CH:10][CH:9]=1)=[O:7])([CH3:2])([CH3:3])[CH3:4], predict the reactants needed to synthesize it. The reactants are: [C:1]([O:5][C:6]([C:8]1[CH:13]=[CH:12][C:11]([C:14]2[C:15]([CH3:47])([CH3:46])[C@H:16]3[C@:29]([CH3:32])([CH2:30][CH:31]=2)[C@@H:28]2[C@:19]([CH3:45])([C@@:20]4([CH3:44])[C@H:25]([CH2:26][CH2:27]2)[C@H:24]2[C@H:33]([C:36]([CH2:38][NH:39][CH3:40])=[CH2:37])[CH2:34][CH2:35][C@:23]2([C:41]([OH:43])=[O:42])[CH2:22][CH2:21]4)[CH2:18][CH2:17]3)=[CH:10][CH:9]=1)=[O:7])([CH3:4])([CH3:3])[CH3:2].CCN(C(C)C)C(C)C.Cl[C:58](=[O:65])[CH2:59][CH2:60][C:61]([O:63][CH3:64])=[O:62]. (3) Given the product [CH3:26][S:25][C:9]1[N:10]([C:13]2[CH:14]=[CH:15][C:16]([O:19][CH2:20][C:21]([F:23])([F:22])[F:24])=[CH:17][CH:18]=2)[C:11](=[O:12])[C:6]2[CH:5]=[CH:4][C:3](=[O:2])[NH:27][C:7]=2[N:8]=1, predict the reactants needed to synthesize it. The reactants are: C[O:2][C:3]1[CH:4]=[CH:5][C:6]2[C:11](=[O:12])[N:10]([C:13]3[CH:18]=[CH:17][C:16]([O:19][CH2:20][C:21]([F:24])([F:23])[F:22])=[CH:15][CH:14]=3)[C:9]([S:25][CH3:26])=[N:8][C:7]=2[N:27]=1.Cl.N1C=CC=CC=1.Cl. (4) Given the product [CH2:16]([C:15]1[C:10]2[O:9][CH:8]([CH:18]([CH3:20])[CH3:19])[C:7](=[O:21])[N:6]([CH2:5][CH2:4][C:3]([OH:22])=[O:2])[C:11]=2[CH:12]=[CH:13][CH:14]=1)[CH3:17], predict the reactants needed to synthesize it. The reactants are: C[O:2][C:3](=[O:22])[CH2:4][CH2:5][N:6]1[C:11]2[CH:12]=[CH:13][CH:14]=[C:15]([CH2:16][CH3:17])[C:10]=2[O:9][CH:8]([CH:18]([CH3:20])[CH3:19])[C:7]1=[O:21].[OH-].[Na+]. (5) Given the product [N:55]1([CH2:54][CH2:53][O:52][C:11](=[O:12])[C@@:10]([CH2:15][OH:16])([CH3:14])[CH2:9][C@H:8]([NH2:17])[CH2:7][C:4]2[CH:5]=[CH:6][C:1]([C:25]3[CH:30]=[CH:29][CH:28]=[CH:27][CH:26]=3)=[CH:2][CH:3]=2)[CH2:60][CH2:59][CH2:58][CH2:57][CH2:56]1, predict the reactants needed to synthesize it. The reactants are: [C:1]1([C:25]2[CH:30]=[CH:29][CH:28]=[CH:27][CH:26]=2)[CH:6]=[CH:5][C:4]([CH2:7][C@@H:8]([NH:17]C(OC(C)(C)C)=O)[CH2:9][C@:10]([CH2:15][OH:16])([CH3:14])[C:11](O)=[O:12])=[CH:3][CH:2]=1.C1C=CC2N(O)N=NC=2C=1.CCN=C=NCCCN(C)C.[OH:52][CH2:53][CH2:54][N:55]1[CH2:60][CH2:59][CH2:58][CH2:57][CH2:56]1.CC#N.Cl.O1CCOCC1. (6) Given the product [OH:1][C:2]1[CH:3]=[C:4]([CH:8]=[CH:9][C:10]=1[O:11][CH3:12])[C:5]([O:7][CH2:23][CH3:24])=[O:6], predict the reactants needed to synthesize it. The reactants are: [OH:1][C:2]1[CH:3]=[C:4]([CH:8]=[CH:9][C:10]=1[O:11][CH3:12])[C:5]([OH:7])=[O:6].OS(O)(=O)=O.C([O-])(O)=O.[Na+].[CH3:23][CH2:24]O. (7) Given the product [Br:1][C:2]1[CH:3]=[CH:4][C:5]([O:15][CH2:16][C:17]2[CH:22]=[CH:21][C:20]([F:23])=[CH:19][CH:18]=2)=[C:6]([C:8]2[N:24]([C:25]3[CH:26]=[C:27]([CH:31]=[CH:32][C:33]=3[F:34])[C:28]([OH:30])=[O:29])[C:11]([CH3:12])=[CH:10][CH:9]=2)[CH:7]=1, predict the reactants needed to synthesize it. The reactants are: [Br:1][C:2]1[CH:3]=[CH:4][C:5]([O:15][CH2:16][C:17]2[CH:22]=[CH:21][C:20]([F:23])=[CH:19][CH:18]=2)=[C:6]([C:8](=O)[CH2:9][CH2:10][C:11](=O)[CH3:12])[CH:7]=1.[NH2:24][C:25]1[CH:26]=[C:27]([CH:31]=[CH:32][C:33]=1[F:34])[C:28]([OH:30])=[O:29].CC1C=CC(S(O)(=O)=O)=CC=1.